From a dataset of Aqueous solubility values for 9,982 compounds from the AqSolDB database. Regression/Classification. Given a drug SMILES string, predict its absorption, distribution, metabolism, or excretion properties. Task type varies by dataset: regression for continuous measurements (e.g., permeability, clearance, half-life) or binary classification for categorical outcomes (e.g., BBB penetration, CYP inhibition). For this dataset (solubility_aqsoldb), we predict Y. (1) The drug is C=C[C@H]1CN2CC[C@H]1C[C@@H]2[C@@H](O)c1ccnc2ccccc12. The Y is -3.09 log mol/L. (2) The compound is NC(=O)NN=C1CCCCC1. The Y is -1.41 log mol/L. (3) The molecule is C1=Cc2cccc3cccc1c23. The Y is -3.98 log mol/L. (4) The compound is CCOC(=O)c1ccc(OC)c(OC)c1C(=O)[O-]. The Y is -2.25 log mol/L. (5) The drug is O=[N+]([O-])c1ccc(-c2nc3ccc(F)cc3[nH]2)o1. The Y is -4.00 log mol/L. (6) The molecule is O=c1c(CO)c/c(=N\Nc2ccc(S(=O)(=O)[O-])c3ccccc23)c(=O)/c1=N/Nc1ccc(S(=O)(=O)[O-])c2ccccc12.[Na+].[Na+]. The Y is -0.817 log mol/L.